Dataset: Full USPTO retrosynthesis dataset with 1.9M reactions from patents (1976-2016). Task: Predict the reactants needed to synthesize the given product. (1) Given the product [OH:15][CH2:14][C:5]1[N:6]([CH3:7])[C:23]2[C:24](=[O:25])[CH:26]=[C:20]([O:19][CH3:16])[C:21](=[O:22])[C:3]=2[CH:4]=1, predict the reactants needed to synthesize it. The reactants are: NC1C(OC)=CC=[C:7]2[C:3]=1[CH:4]=[C:5]([CH2:14][OH:15])[N:6]2C.[C:16]([O:19][CH2:20][CH3:21])(=O)C.[OH2:22].[CH3:23][C:24]([CH3:26])=[O:25]. (2) Given the product [F:1][C:2]1[CH:15]=[C:14]([N+:16]([O-:18])=[O:17])[CH:13]=[CH:12][C:3]=1[O:4][C:5]1[N:10]=[CH:9][N:8]=[C:7]([NH:11][C:30](=[O:29])[N:38]([CH2:39][CH2:20][CH2:19][N:21]([CH2:24][CH3:25])[CH2:22][CH3:23])[CH3:36])[CH:6]=1, predict the reactants needed to synthesize it. The reactants are: [F:1][C:2]1[CH:15]=[C:14]([N+:16]([O-:18])=[O:17])[CH:13]=[CH:12][C:3]=1[O:4][C:5]1[N:10]=[CH:9][N:8]=[C:7]([NH2:11])[CH:6]=1.[CH2:19]([N:21]([CH2:24][CH3:25])[CH2:22][CH3:23])[CH3:20].ClC([O:29][C:30]1C=CC=CC=1)=O.[CH2:36]([N:38](CC)[CH2:39]CCNC)C. (3) Given the product [CH3:1][O:2][C:3]1[C:13]2[C:12]([C:14]3[CH:15]=[C:16]([CH:19]=[CH:20][CH:21]=3)[C:17]#[N:18])=[N:11][CH2:10][C:9](=[O:22])[N:8]([CH2:33][CH3:34])[C:7]=2[CH:6]=[C:5]([O:23][CH3:24])[C:4]=1[C:25]1[CH:30]=[CH:29][CH:28]=[CH:27][CH:26]=1, predict the reactants needed to synthesize it. The reactants are: [CH3:1][O:2][C:3]1[C:13]2[C:12]([C:14]3[CH:15]=[C:16]([CH:19]=[CH:20][CH:21]=3)[C:17]#[N:18])=[N:11][CH2:10][C:9](=[O:22])[NH:8][C:7]=2[CH:6]=[C:5]([O:23][CH3:24])[C:4]=1[C:25]1[CH:30]=[CH:29][CH:28]=[CH:27][CH:26]=1.CI.[CH2:33](I)[CH3:34]. (4) Given the product [NH:26]1[C:34]2[C:29](=[CH:30][CH:31]=[C:32]([C:35]([NH:4][C@@H:5]([C:11]([N:13]3[CH2:14][CH2:15][N:16]([CH:19]4[CH2:24][CH2:23][N:22]([CH3:25])[CH2:21][CH2:20]4)[CH2:17][CH2:18]3)=[O:12])[CH2:6][CH2:7][C:8](=[O:9])[OH:10])=[O:36])[CH:33]=2)[CH:28]=[CH:27]1, predict the reactants needed to synthesize it. The reactants are: Cl.Cl.Cl.[NH2:4][C@@H:5]([C:11]([N:13]1[CH2:18][CH2:17][N:16]([CH:19]2[CH2:24][CH2:23][N:22]([CH3:25])[CH2:21][CH2:20]2)[CH2:15][CH2:14]1)=[O:12])[CH2:6][CH2:7][C:8](=[O:10])[OH:9].[NH:26]1[C:34]2[C:29](=[CH:30][CH:31]=[C:32]([C:35](O)=[O:36])[CH:33]=2)[CH:28]=[CH:27]1.